Binary Classification. Given a miRNA mature sequence and a target amino acid sequence, predict their likelihood of interaction. From a dataset of Experimentally validated miRNA-target interactions with 360,000+ pairs, plus equal number of negative samples. (1) The miRNA is hsa-miR-6839-3p with sequence UUGGGUUUUCUCUUCAAUCCAG. The protein sequence of the target gene is MSDAAVDTSSEITTKDLKEKKEVVEEAENGRDAPANGNAENEENGEQEADNEVDEEEEEGGEEEEEEEEGDGEEEDGDEDEEAESATGKRAAEDDEDDDVDTKKQKTDEDD. Result: 1 (interaction). (2) The miRNA is hsa-miR-3605-5p with sequence UGAGGAUGGAUAGCAAGGAAGCC. The protein sequence of the target gene is MGRITEDLIRRNAEHNDCVIFSLEELSLHQQEIERLEHIDKWCRDLKILYLQNNLIGKIENVSKLKKLEYLNLALNNIERIENLEGCEWLTKLDLTVNFIGELSSVKTLTHNIHLKELFLMGNPCADFDGYRQFVVVTLQQLKWLDGKEIERSERIQALQNYTSVEQQIREQEKAYCLRRAKEKEEAQRKLEEENESEDKKKSSTGFDGHWYTDIHTACPSATENQDYPQVPETQEEQHNTKESDDIEDDLAFWNKPSLFTPESRLETLRHMEKQRKAQDKLSEKKKKAKPPRTLITEDG.... Result: 0 (no interaction). (3) The miRNA is hsa-miR-141-3p with sequence UAACACUGUCUGGUAAAGAUGG. The protein sequence of the target gene is MVFQTRYPSWIILCYIWLLRFAHTGEAQAAKEVLLLDSKAQQTELEWISSPPNGWEEISGLDENYTPIRTYQVCQVMEPNQNNWLRTNWISKGNAQRIFVELKFTLRDCNSLPGVLGTCKETFNLYYYETDYDTGRNIRENLYVKIDTIAADESFTQGDLGERKMKLNTEVREIGPLSKKGFYLAFQDVGACIALVSVKVYYKKCWSIIENLAIFPDTVTGSEFSSLVEVRGTCVSSAEEEAENAPRMHCSAEGEWLVPIGKCICKAGYQQKGDTCEPCGRGFYKSSSQDLQCSRCPTHS.... Result: 1 (interaction). (4) The miRNA is hsa-miR-362-3p with sequence AACACACCUAUUCAAGGAUUCA. The protein sequence of the target gene is MQAAVAVSVPFLLLCVLGTCPPARCGQAGDASLMELEKRKENRFVERQSIVPLRLIYRSGGEDESRHDALDTRVRGDLGGPQLTHVDQASFQVDAFGTSFILDVVLNHDLLSSEYIERHIEHGGKTVEVKGGEHCYYQGHIRGNPDSFVALSTCHGLHGMFYDGNHTYLIEPEENDTTQEDFHFHSVYKSRLFEFSLDDLPSEFQQVNITPSKFILKPRPKRSKRQLRRYPRNVEEETKYIELMIVNDHLMFKKHRLSVVHTNTYAKSVVNMADLIYKDQLKTRIVLVAMETWATDNKFA.... Result: 0 (no interaction).